This data is from Full USPTO retrosynthesis dataset with 1.9M reactions from patents (1976-2016). The task is: Predict the reactants needed to synthesize the given product. (1) Given the product [ClH:54].[CH3:23][C:24]1[CH:33]=[CH:32][C:31]2[C:26](=[CH:27][CH:28]=[CH:29][C:30]=2[N:34]2[CH2:39][CH2:38][N:37]([CH:6]3[CH2:11][CH2:10][C:9]([C:12]4[CH:13]=[CH:14][C:15]5[O:20][CH2:19][C:18](=[O:21])[NH:17][C:16]=5[CH:22]=4)=[CH:8][CH2:7]3)[CH2:36][CH2:35]2)[N:25]=1, predict the reactants needed to synthesize it. The reactants are: C(O)(=O)C.O=[C:6]1[CH2:11][CH2:10][C:9]([C:12]2[CH:13]=[CH:14][C:15]3[O:20][CH2:19][C:18](=[O:21])[NH:17][C:16]=3[CH:22]=2)=[CH:8][CH2:7]1.[CH3:23][C:24]1[CH:33]=[CH:32][C:31]2[C:26](=[CH:27][CH:28]=[CH:29][C:30]=2[N:34]2[CH2:39][CH2:38][NH:37][CH2:36][CH2:35]2)[N:25]=1.C(O[BH-](OC(=O)C)OC(=O)C)(=O)C.[Na+].[Cl:54]CCCl. (2) Given the product [CH3:20][O:19][C:13]([C:14]1[CH:11]([C:10]2[CH:9]=[CH:8][C:4]([C:5]([OH:7])=[O:6])=[CH:3][C:2]=2[Br:1])[NH:32][C:30](=[S:31])[N:29]([C:25]2[CH:26]=[CH:27][CH:28]=[C:23]([C:22]([F:21])([F:34])[F:33])[CH:24]=2)[C:15]=1[CH3:17])=[O:18], predict the reactants needed to synthesize it. The reactants are: [Br:1][C:2]1[CH:3]=[C:4]([CH:8]=[CH:9][C:10]=1[CH:11]=O)[C:5]([OH:7])=[O:6].[C:13]([O:19][CH3:20])(=[O:18])[CH2:14][C:15]([CH3:17])=O.[F:21][C:22]([F:34])([F:33])[C:23]1[CH:24]=[C:25]([NH:29][C:30]([NH2:32])=[S:31])[CH:26]=[CH:27][CH:28]=1. (3) Given the product [CH3:35][C@@:29]1([C:24]2[CH:23]=[CH:22][C:21]3[C:26](=[CH:27][CH:28]=[C:19]([O:12][CH:9]4[CH2:8][CH2:7][CH:6]([CH2:1][CH2:2][CH2:3][CH2:4][CH3:5])[CH2:11][CH2:10]4)[CH:20]=3)[CH:25]=2)[CH2:33][O:32][C:31](=[O:34])[NH:30]1, predict the reactants needed to synthesize it. The reactants are: [CH2:1]([CH:6]1[CH2:11][CH2:10][CH:9]([OH:12])[CH2:8][CH2:7]1)[CH2:2][CH2:3][CH2:4][CH3:5].O1CCCC1.O[C:19]1[CH:20]=[C:21]2[C:26](=[CH:27][CH:28]=1)[CH:25]=[C:24]([C@:29]1([CH3:35])[CH2:33][O:32][C:31](=[O:34])[NH:30]1)[CH:23]=[CH:22]2.C1(P(C2C=CC=CC=2)C2C=CC=CC=2)C=CC=CC=1.N(C(OCC)=O)=NC(OCC)=O.C1(C)C=CC=CC=1.CCOC(/N=N/C(OCC)=O)=O. (4) Given the product [ClH:1].[F:18][C:13]1[CH:14]=[CH:15][CH:16]=[CH:17][C:12]=1[N:4]1[C:5]2[C:10](=[CH:9][CH:8]=[CH:7][CH:6]=2)[N:11]=[C:2]([N:27]2[CH2:32][CH2:31][NH:30][CH2:29][CH2:28]2)[C:3]1=[O:19], predict the reactants needed to synthesize it. The reactants are: [Cl:1][C:2]1[C:3](=[O:19])[N:4]([C:12]2[CH:17]=[CH:16][CH:15]=[CH:14][C:13]=2[F:18])[C:5]2[C:10]([N:11]=1)=[CH:9][CH:8]=[CH:7][CH:6]=2.C(OC([N:27]1[CH2:32][CH2:31][NH:30][CH2:29][CH2:28]1)=O)(C)(C)C.C1(C)C=C(C)C=C(C)C=1. (5) Given the product [CH:36]([N:34]1[CH:35]=[C:31]([C:26]2[C:27]([NH2:30])=[N:28][CH:29]=[C:24]([C:16]3[CH:17]=[CH:18][CH:19]=[C:14]([CH2:13][N:10]4[CH2:11][CH2:12][O:7][CH2:8][CH2:9]4)[CH:15]=3)[CH:25]=2)[N:32]=[N:33]1)([CH3:38])[CH3:37], predict the reactants needed to synthesize it. The reactants are: C([O-])([O-])=O.[Cs+].[Cs+].[O:7]1[CH2:12][CH2:11][N:10]([CH2:13][C:14]2[CH:15]=[C:16](B(O)O)[CH:17]=[CH:18][CH:19]=2)[CH2:9][CH2:8]1.Br[C:24]1[CH:25]=[C:26]([C:31]2[N:32]=[N:33][N:34]([CH:36]([CH3:38])[CH3:37])[CH:35]=2)[C:27]([NH2:30])=[N:28][CH:29]=1. (6) The reactants are: [Cl-].[NH2:2][C:3]1[CH:8]=[CH:7][CH:6]=[CH:5][CH:4]=1.[C:9]1([S:15]/[CH:16]=[C:17]2/[C:18](=[O:23])[O:19][CH2:20][CH2:21][CH2:22]/2)[CH:14]=[CH:13][CH:12]=[CH:11][CH:10]=1.Cl. Given the product [OH:19][CH2:20][CH2:21][CH2:22]/[C:17](=[CH:16]\[S:15][C:9]1[CH:14]=[CH:13][CH:12]=[CH:11][CH:10]=1)/[C:18]([NH:2][C:3]1[CH:8]=[CH:7][CH:6]=[CH:5][CH:4]=1)=[O:23], predict the reactants needed to synthesize it. (7) Given the product [NH2:9][C:3]1[N:4]=[CH:5][C:6]([Cl:8])=[CH:7][C:2]=1[C:17]#[N:18], predict the reactants needed to synthesize it. The reactants are: Br[C:2]1[C:3]([NH2:9])=[N:4][CH:5]=[C:6]([Cl:8])[CH:7]=1.O.CCOC(C)=O.[CH3:17][N:18]1C(=O)CCC1. (8) Given the product [CH3:19][C:20]1[CH:27]=[CH:26][C:23]([CH2:24][NH:25][C:3]([C:5]2[C:10]([OH:11])=[C:9]([O:12][CH3:13])[CH:8]=[C:7]([CH:14]3[CH2:18][CH2:17][CH2:16][O:15]3)[N:6]=2)=[O:4])=[CH:22][CH:21]=1, predict the reactants needed to synthesize it. The reactants are: CO[C:3]([C:5]1[C:10]([OH:11])=[C:9]([O:12][CH3:13])[CH:8]=[C:7]([CH:14]2[CH2:18][CH2:17][CH2:16][O:15]2)[N:6]=1)=[O:4].[CH3:19][C:20]1[CH:27]=[CH:26][C:23]([CH2:24][NH2:25])=[CH:22][CH:21]=1. (9) The reactants are: [OH:1][C@@H:2]1[CH2:7][CH2:6][CH2:5][CH2:4][C@H:3]1[O:8][C:9]1[CH:10]=[CH:11][CH:12]=[C:13]2[C:17]=1[C:16](=[O:18])[N:15]([CH2:19][CH:20]1[CH2:25][CH2:24][NH:23][CH2:22][CH2:21]1)[CH2:14]2.Br[C:27]1[CH:32]=[CH:31][CH:30]=[CH:29][N:28]=1.CC(C)([O-])C.[Na+].C1(P(C2C=CC=CC=2)C2C=CC3C(=CC=CC=3)C=2C2C3C(=CC=CC=3)C=CC=2P(C2C=CC=CC=2)C2C=CC=CC=2)C=CC=CC=1. Given the product [OH:1][C@@H:2]1[CH2:7][CH2:6][CH2:5][CH2:4][C@H:3]1[O:8][C:9]1[CH:10]=[CH:11][CH:12]=[C:13]2[C:17]=1[C:16](=[O:18])[N:15]([CH2:19][CH:20]1[CH2:25][CH2:24][N:23]([C:27]3[CH:32]=[CH:31][CH:30]=[CH:29][N:28]=3)[CH2:22][CH2:21]1)[CH2:14]2, predict the reactants needed to synthesize it.